This data is from NCI-60 drug combinations with 297,098 pairs across 59 cell lines. The task is: Regression. Given two drug SMILES strings and cell line genomic features, predict the synergy score measuring deviation from expected non-interaction effect. Drug 1: CNC(=O)C1=CC=CC=C1SC2=CC3=C(C=C2)C(=NN3)C=CC4=CC=CC=N4. Drug 2: CCC1=CC2CC(C3=C(CN(C2)C1)C4=CC=CC=C4N3)(C5=C(C=C6C(=C5)C78CCN9C7C(C=CC9)(C(C(C8N6C)(C(=O)OC)O)OC(=O)C)CC)OC)C(=O)OC.C(C(C(=O)O)O)(C(=O)O)O. Cell line: T-47D. Synergy scores: CSS=29.0, Synergy_ZIP=2.16, Synergy_Bliss=3.10, Synergy_Loewe=-7.55, Synergy_HSA=2.65.